Dataset: Catalyst prediction with 721,799 reactions and 888 catalyst types from USPTO. Task: Predict which catalyst facilitates the given reaction. (1) Reactant: [Cl:1][C:2]1[C:3]([C:11]([CH:13]2[CH2:18][CH2:17][CH2:16][CH2:15][CH2:14]2)=O)=[C:4]2[CH:10]=[CH:9][NH:8][C:5]2=[N:6][CH:7]=1.Cl.[NH2:20][OH:21].C(N(CC)C(C)C)(C)C.CC(O)=O. Product: [Cl:1][C:2]1[C:3]([C:11]([CH:13]2[CH2:18][CH2:17][CH2:16][CH2:15][CH2:14]2)=[N:20][OH:21])=[C:4]2[CH:10]=[CH:9][NH:8][C:5]2=[N:6][CH:7]=1. The catalyst class is: 51. (2) Reactant: [C:1]([O:5][C:6]([N:8]1[C@@H:12]([C:13]2[CH:18]=[CH:17][C:16]([O:19][CH3:20])=[C:15]([O:21][CH3:22])[CH:14]=2)[CH2:11][CH2:10][C@H:9]1[C:23](O)=[O:24])=[O:7])([CH3:4])([CH3:3])[CH3:2].[Cl:26][C:27]1[CH:33]=[CH:32][C:30]([NH2:31])=[CH:29][C:28]=1[O:34][CH3:35].C1CN([P+](Br)(N2CCCC2)N2CCCC2)CC1.F[P-](F)(F)(F)(F)F.CCN(C(C)C)C(C)C. Product: [C:1]([O:5][C:6]([N:8]1[C@@H:12]([C:13]2[CH:18]=[CH:17][C:16]([O:19][CH3:20])=[C:15]([O:21][CH3:22])[CH:14]=2)[CH2:11][CH2:10][C@H:9]1[C:23](=[O:24])[NH:31][C:30]1[CH:32]=[CH:33][C:27]([Cl:26])=[C:28]([O:34][CH3:35])[CH:29]=1)=[O:7])([CH3:3])([CH3:4])[CH3:2]. The catalyst class is: 4. (3) Product: [CH2:1]([O:3][C:4]1[CH:10]=[CH:9][C:7]([NH:8][C:31](=[O:32])[CH2:30][CH2:29][C:23]2[CH:28]=[CH:27][CH:26]=[CH:25][CH:24]=2)=[C:6]([N+:11]([O-:13])=[O:12])[CH:5]=1)[CH3:2]. Reactant: [CH2:1]([O:3][C:4]1[CH:10]=[CH:9][C:7]([NH2:8])=[C:6]([N+:11]([O-:13])=[O:12])[CH:5]=1)[CH3:2].CCN(C(C)C)C(C)C.[C:23]1([CH2:29][CH2:30][C:31](Cl)=[O:32])[CH:28]=[CH:27][CH:26]=[CH:25][CH:24]=1. The catalyst class is: 2. (4) Reactant: Cl[C:2]1[CH:7]=[C:6]([Cl:8])[N:5]=[C:4]([O:9][CH2:10][C:11]2([C:14]#[N:15])[CH2:13][CH2:12]2)[N:3]=1.Cl.[NH:17]1[CH2:22][CH2:21][CH:20]([C:23]2[C:31]3[C:26](=[N:27][CH:28]=[CH:29][CH:30]=3)[NH:25][CH:24]=2)[CH2:19][CH2:18]1.CCN(C(C)C)C(C)C.CCOC(C)=O. Product: [Cl:8][C:6]1[CH:7]=[C:2]([N:17]2[CH2:18][CH2:19][CH:20]([C:23]3[C:31]4[C:26](=[N:27][CH:28]=[CH:29][CH:30]=4)[NH:25][CH:24]=3)[CH2:21][CH2:22]2)[N:3]=[C:4]([O:9][CH2:10][C:11]2([C:14]#[N:15])[CH2:13][CH2:12]2)[N:5]=1. The catalyst class is: 5. (5) Reactant: [CH3:1][O:2][C:3]1[CH:11]=[CH:10][CH:9]=[C:8]2[C:4]=1[CH:5]=[C:6]([C:13](Cl)=[O:14])[N:7]2[CH3:12].[NH2:16][C:17]1[CH:22]=[CH:21][C:20]([C:23]2[N:24]=[C:25]([C@H:33]3[CH2:38][CH2:37][C@H:36]([N:39]4[CH2:44][CH2:43][N:42]([CH3:45])[CH2:41][CH2:40]4)[CH2:35][CH2:34]3)[N:26]3[CH:31]=[CH:30][N:29]=[C:28]([CH3:32])[C:27]=23)=[CH:19][C:18]=1[OH:46].C(N(CC)C(C)C)(C)C. Product: [OH:46][C:18]1[CH:19]=[C:20]([C:23]2[N:24]=[C:25]([C@H:33]3[CH2:38][CH2:37][C@H:36]([N:39]4[CH2:44][CH2:43][N:42]([CH3:45])[CH2:41][CH2:40]4)[CH2:35][CH2:34]3)[N:26]3[CH:31]=[CH:30][N:29]=[C:28]([CH3:32])[C:27]=23)[CH:21]=[CH:22][C:17]=1[NH:16][C:13]([C:6]1[N:7]([CH3:12])[C:8]2[C:4]([CH:5]=1)=[C:3]([O:2][CH3:1])[CH:11]=[CH:10][CH:9]=2)=[O:14]. The catalyst class is: 4. (6) Reactant: C([NH:8][C:9]1[CH:14]=[C:13]([O:15][CH3:16])[C:12]([CH3:17])=[C:11]([F:18])[CH:10]=1)C1C=CC=CC=1.[H][H]. Product: [F:18][C:11]1[CH:10]=[C:9]([CH:14]=[C:13]([O:15][CH3:16])[C:12]=1[CH3:17])[NH2:8]. The catalyst class is: 293.